From a dataset of Full USPTO retrosynthesis dataset with 1.9M reactions from patents (1976-2016). Predict the reactants needed to synthesize the given product. (1) Given the product [CH3:23][N:14]([CH:12]1[CH2:13][N:10]([C:7]2[CH:8]=[CH:9][C:4]([N+:1]([O-:3])=[O:2])=[CH:5][CH:6]=2)[CH2:11]1)[C:15](=[O:21])[O:16][C:17]([CH3:18])([CH3:20])[CH3:19], predict the reactants needed to synthesize it. The reactants are: [N+:1]([C:4]1[CH:9]=[CH:8][C:7]([N:10]2[CH2:13][CH:12]([NH:14][C:15](=[O:21])[O:16][C:17]([CH3:20])([CH3:19])[CH3:18])[CH2:11]2)=[CH:6][CH:5]=1)([O-:3])=[O:2].I[CH3:23]. (2) The reactants are: [CH3:1][O:2][C:3]1[CH:4]=[C:5]2[C:10](=[CH:11][C:12]=1[O:13][CH3:14])[N:9]=[CH:8][CH:7]=[C:6]2[O:15][C:16]1[C:22]([CH3:23])=[CH:21][C:19]([NH2:20])=[C:18]([CH3:24])[CH:17]=1.C1(C)C=CC=CC=1.C(N(CC)CC)C.ClC(Cl)(O[C:43](=[O:49])[O:44][C:45](Cl)(Cl)Cl)Cl.[Cl:51][C:52]1[CH:57]=[CH:56][C:55]([S:58][CH2:59][CH2:60]CO)=[C:54]([CH3:63])[CH:53]=1. Given the product [CH3:1][O:2][C:3]1[CH:4]=[C:5]2[C:10](=[CH:11][C:12]=1[O:13][CH3:14])[N:9]=[CH:8][CH:7]=[C:6]2[O:15][C:16]1[C:22]([CH3:23])=[CH:21][C:19]([NH:20][C:43](=[O:49])[O:44][CH2:45][CH2:60][CH2:59][S:58][C:55]2[CH:56]=[CH:57][C:52]([Cl:51])=[CH:53][C:54]=2[CH3:63])=[C:18]([CH3:24])[CH:17]=1, predict the reactants needed to synthesize it. (3) Given the product [CH3:11][O:6][C:5](=[O:7])[C:4]1[CH:8]=[CH:9][N:10]=[C:2]([Cl:1])[CH:3]=1, predict the reactants needed to synthesize it. The reactants are: [Cl:1][C:2]1[CH:3]=[C:4]([CH:8]=[CH:9][N:10]=1)[C:5]([OH:7])=[O:6].[C:11](=O)(O)[O-].[Na+].IC.O. (4) Given the product [NH2:22][C:2]1[CH:7]=[CH:6][N:5]=[C:4]([C:8]([C:10]2[C:18]3[CH:17]=[N:16][CH:15]=[N:14][C:13]=3[N:12]([CH:19]([CH3:21])[CH3:20])[CH:11]=2)=[O:9])[CH:3]=1, predict the reactants needed to synthesize it. The reactants are: Br[C:2]1[CH:7]=[CH:6][N:5]=[C:4]([C:8]([C:10]2[C:18]3[CH:17]=[N:16][CH:15]=[N:14][C:13]=3[N:12]([CH:19]([CH3:21])[CH3:20])[CH:11]=2)=[O:9])[CH:3]=1.[NH3:22]. (5) Given the product [CH3:22][O:23][C:24]([C@@H:26]1[CH2:31][CH2:30][CH2:29][CH2:28][C@@H:27]1[N:32]([CH2:33][C:34]1[CH:39]=[CH:38][C:37]([F:40])=[CH:36][CH:35]=1)[C:17](=[O:19])[CH2:16][C:11]1[NH:10][C:9]2[CH:20]=[CH:21][C:6]([NH:5][S:2]([CH3:1])(=[O:3])=[O:4])=[CH:7][C:8]=2[S:13](=[O:14])(=[O:15])[N:12]=1)=[O:25], predict the reactants needed to synthesize it. The reactants are: [CH3:1][S:2]([NH:5][C:6]1[CH:21]=[CH:20][C:9]2[NH:10][C:11]([CH2:16][C:17]([OH:19])=O)=[N:12][S:13](=[O:15])(=[O:14])[C:8]=2[CH:7]=1)(=[O:4])=[O:3].[CH3:22][O:23][C:24]([C@@H:26]1[CH2:31][CH2:30][CH2:29][CH2:28][C@@H:27]1[NH:32][CH2:33][C:34]1[CH:39]=[CH:38][C:37]([F:40])=[CH:36][CH:35]=1)=[O:25].Cl.CN(C)CCCN=C=NCC.CN1CCOCC1.Cl.